Dataset: Full USPTO retrosynthesis dataset with 1.9M reactions from patents (1976-2016). Task: Predict the reactants needed to synthesize the given product. (1) Given the product [C:20]([O:19][C:15](=[O:18])[CH2:16][CH2:17][O:14][CH2:2][CH2:3][O:4][CH3:5])([CH3:23])([CH3:22])[CH3:21], predict the reactants needed to synthesize it. The reactants are: C[CH:2]([OH:14])[CH2:3][O:4][CH2:5][CH2:5][O:4][CH2:3][CH2:2][O:14]CCO.[C:15]([O:19][C:20]([CH3:23])([CH3:22])[CH3:21])(=[O:18])[CH:16]=[CH2:17].[Na]. (2) The reactants are: Cl[C:2]1[C:7]([S:8]([N:11]2[CH2:32][CH2:31][C:14]3([C:18](=[O:19])[N:17]([C:20]4[CH:25]=[CH:24][C:23]([O:26][C:27]([F:30])([F:29])[F:28])=[CH:22][CH:21]=4)[CH2:16][CH2:15]3)[CH2:13][CH2:12]2)(=[O:10])=[O:9])=[CH:6][CH:5]=[CH:4][N:3]=1.[OH-].[NH4+:34]. Given the product [NH2:34][C:2]1[C:7]([S:8]([N:11]2[CH2:32][CH2:31][C:14]3([C:18](=[O:19])[N:17]([C:20]4[CH:25]=[CH:24][C:23]([O:26][C:27]([F:30])([F:29])[F:28])=[CH:22][CH:21]=4)[CH2:16][CH2:15]3)[CH2:13][CH2:12]2)(=[O:10])=[O:9])=[CH:6][CH:5]=[CH:4][N:3]=1, predict the reactants needed to synthesize it. (3) The reactants are: [OH:1][CH:2]([C:16]([CH3:19])([CH3:18])[CH3:17])[CH2:3][O:4][N:5]1C(=O)C2C(=CC=CC=2)C1=O.CNN.C(OCC)C. Given the product [NH2:5][O:4][CH2:3][CH:2]([OH:1])[C:16]([CH3:19])([CH3:18])[CH3:17], predict the reactants needed to synthesize it. (4) The reactants are: O1C[CH2:4][CH2:3][CH2:2]1.Cl[C:7]1[CH:12]=[C:11]([C:13]([F:16])([F:15])[F:14])[CH:10]=[C:9]([Cl:17])[N:8]=1.C([Mg]Br)CC. Given the product [Cl:17][C:9]1[CH:10]=[C:11]([C:13]([F:16])([F:15])[F:14])[CH:12]=[C:7]([CH2:2][CH2:3][CH3:4])[N:8]=1, predict the reactants needed to synthesize it. (5) Given the product [CH3:9][O:8][C:5]1[C:4]([C:10]2[O:11][C:12]3[CH:18]=[CH:17][C:16]([C:19]4[CH:24]=[CH:23][C:22]([Cl:25])=[CH:21][CH:20]=4)=[CH:15][C:13]=3[N:14]=2)=[CH:3][C:2]([N:1]2[C:35](=[O:36])[C:29]3[C:28](=[CH:27][CH:26]=[C:31]([C:32]([OH:34])=[O:33])[CH:30]=3)[C:38]2=[O:37])=[CH:7][CH:6]=1, predict the reactants needed to synthesize it. The reactants are: [NH2:1][C:2]1[CH:3]=[C:4]([C:10]2[O:11][C:12]3[CH:18]=[CH:17][C:16]([C:19]4[CH:24]=[CH:23][C:22]([Cl:25])=[CH:21][CH:20]=4)=[CH:15][C:13]=3[N:14]=2)[C:5]([O:8][CH3:9])=[CH:6][CH:7]=1.[CH:26]1[C:31]([C:32]([OH:34])=[O:33])=[CH:30][C:29]2[C:35]([O:37][C:38](=O)[C:28]=2[CH:27]=1)=[O:36]. (6) Given the product [Cl:5][P:1]1(=[O:2])[O:21][C:20]2[CH:19]=[CH:18][CH:17]=[CH:16][C:15]=2[CH2:14][O:13]1, predict the reactants needed to synthesize it. The reactants are: [P:1]([Cl:5])(Cl)(Cl)=[O:2].C(N(CC)CC)C.[OH:13][CH2:14][C:15]1[C:20]([OH:21])=[CH:19][CH:18]=[CH:17][CH:16]=1.